From a dataset of NCI-60 drug combinations with 297,098 pairs across 59 cell lines. Regression. Given two drug SMILES strings and cell line genomic features, predict the synergy score measuring deviation from expected non-interaction effect. (1) Drug 1: C1=CC(=CC=C1CC(C(=O)O)N)N(CCCl)CCCl.Cl. Drug 2: CN(CCCl)CCCl.Cl. Cell line: NCIH23. Synergy scores: CSS=16.1, Synergy_ZIP=-10.4, Synergy_Bliss=-3.50, Synergy_Loewe=-13.0, Synergy_HSA=-2.72. (2) Drug 1: CC1=C2C(C(=O)C3(C(CC4C(C3C(C(C2(C)C)(CC1OC(=O)C(C(C5=CC=CC=C5)NC(=O)C6=CC=CC=C6)O)O)OC(=O)C7=CC=CC=C7)(CO4)OC(=O)C)O)C)OC(=O)C. Drug 2: CNC(=O)C1=NC=CC(=C1)OC2=CC=C(C=C2)NC(=O)NC3=CC(=C(C=C3)Cl)C(F)(F)F. Cell line: MALME-3M. Synergy scores: CSS=19.6, Synergy_ZIP=3.49, Synergy_Bliss=6.09, Synergy_Loewe=-8.43, Synergy_HSA=5.53.